The task is: Binary Classification. Given a miRNA mature sequence and a target amino acid sequence, predict their likelihood of interaction.. This data is from Experimentally validated miRNA-target interactions with 360,000+ pairs, plus equal number of negative samples. (1) The miRNA is mmu-miR-301b-3p with sequence CAGUGCAAUGGUAUUGUCAAAGC. The protein sequence of the target gene is MFNMKILVIPLFWGLVTGYKGNSSDSSAPRLLLVSFDGFRADYLKSYDLPHLQNFIKEGVLVEHVKNVFITKTFPNHYSIVTGLYEESHGIVANSMYDSVTKKHFSESNDKDPFWWNGAEPIWVTNQLQENRSSAAAMWPGTDVPIHNITASYFMNYSSSVSFKERLGNVTTWLSSSNPPVTFAALYWEEPDVSGHKYGPEDKENMRRVLKEVDDLIGDIVLKLKVLGLWDSLNVIITSDHGMAQCSKNRLIDLDSCIDRSNYSVIDLTPVAAILPKINVTEVYDKLKRCNPHMNVYLKE.... Result: 1 (interaction). (2) The miRNA is hsa-miR-3115 with sequence AUAUGGGUUUACUAGUUGGU. The protein sequence of the target gene is MLTRLKAKSEGKLAKQLCRVVLDQFDKQYSKELGDSWSTVRDVLISPSLWQYAILFNRFNYPFELEKALHLRGYHTVLQGALPHYPKSMKCYLSRTPDRMPSERHQTGSLKKYYLLNAASLLPVLALELRDGEAVLDLCAAPGGKSVALLQCAYPGYLLCNEYDRPRGRWLRQTLESFIPQPLINVIKVSELDGREMGDAQPATFDKVLVDAPCSNDRSWLFSSDSQKAAYRIHQRKNLPVLQVELVRSAIKALRPGGLLVYSTCTLSKAENQDVISEVLTSDSNIVPVDISGIARTFSQ.... Result: 0 (no interaction).